Dataset: Retrosynthesis with 50K atom-mapped reactions and 10 reaction types from USPTO. Task: Predict the reactants needed to synthesize the given product. (1) Given the product CC(C)(C(=O)O)C1(c2ccc3c(cnn3-c3ccc(F)cc3)c2)CCCCC1, predict the reactants needed to synthesize it. The reactants are: COC(=O)C(C)(C)C1(c2ccc3c(cnn3-c3ccc(F)cc3)c2)CCCCC1. (2) The reactants are: CC(C)CN1C(=O)c2cc(Cl)c(Cl)cc2C1=O. Given the product CC(C)CN1C(=O)c2cc(Cl)c(Cl)cc2C1O, predict the reactants needed to synthesize it. (3) Given the product O=C(COc1ccccc1)[C@@H]1CCCN1C(=O)[C@@H]1CCCN1C(=O)CCc1ccccc1, predict the reactants needed to synthesize it. The reactants are: O=C(CCc1ccccc1)N1CCC[C@H]1C(=O)N1CCC[C@H]1C(O)COc1ccccc1. (4) Given the product COc1ccc(CN2CCN(C(=O)Oc3ccc(NC(=O)CC4CCCCC4)cc3)CC2)cc1, predict the reactants needed to synthesize it. The reactants are: COc1ccc(CN2CCNCC2)cc1.O=C(CC1CCCCC1)Nc1ccc(OC(=O)Cl)cc1. (5) Given the product COC(=O)N1CC[C@H](Nc2ccc(C#N)cc2C(=O)NCc2ccc(OC)c(OC)c2)C1, predict the reactants needed to synthesize it. The reactants are: COC(=O)Cl.COc1ccc(CNC(=O)c2cc(C#N)ccc2N[C@H]2CCNC2)cc1OC. (6) Given the product CCOC(=O)c1c(-c2ccc(-c3ccccc3CO)cc2)c(C#N)cn1C, predict the reactants needed to synthesize it. The reactants are: CCOC(=O)c1c(-c2ccc(-c3ccccc3C=O)cc2)c(C#N)cn1C. (7) Given the product COc1ccc(C=C(C)C(=O)c2cc(OC)c(OC)c(OC)c2)cc1NC(=O)CN, predict the reactants needed to synthesize it. The reactants are: COc1ccc(C=C(C)C(=O)c2cc(OC)c(OC)c(OC)c2)cc1NC(=O)C(N)C(=O)OC(C)(C)C. (8) Given the product O=C(NCCc1cccc(Cl)c1)c1ccc(N2CCN(C(=O)c3ccccc3C(F)(F)F)CC2)nn1, predict the reactants needed to synthesize it. The reactants are: O=C(NCCc1cccc(Cl)c1)c1ccc(Cl)nn1.O=C(c1ccccc1C(F)(F)F)N1CCNCC1.